This data is from Merck oncology drug combination screen with 23,052 pairs across 39 cell lines. The task is: Regression. Given two drug SMILES strings and cell line genomic features, predict the synergy score measuring deviation from expected non-interaction effect. (1) Drug 1: NC(=O)c1cccc2cn(-c3ccc(C4CCCNC4)cc3)nc12. Drug 2: O=C(NOCC(O)CO)c1ccc(F)c(F)c1Nc1ccc(I)cc1F. Cell line: LNCAP. Synergy scores: synergy=-17.9. (2) Drug 1: O=S1(=O)NC2(CN1CC(F)(F)F)C1CCC2Cc2cc(C=CCN3CCC(C(F)(F)F)CC3)ccc2C1. Drug 2: COC1=C2CC(C)CC(OC)C(O)C(C)C=C(C)C(OC(N)=O)C(OC)C=CC=C(C)C(=O)NC(=CC1=O)C2=O. Cell line: LOVO. Synergy scores: synergy=-2.92. (3) Drug 1: C=CCn1c(=O)c2cnc(Nc3ccc(N4CCN(C)CC4)cc3)nc2n1-c1cccc(C(C)(C)O)n1. Drug 2: COC1CC2CCC(C)C(O)(O2)C(=O)C(=O)N2CCCCC2C(=O)OC(C(C)CC2CCC(OP(C)(C)=O)C(OC)C2)CC(=O)C(C)C=C(C)C(O)C(OC)C(=O)C(C)CC(C)C=CC=CC=C1C. Cell line: HT29. Synergy scores: synergy=22.9. (4) Drug 1: O=c1[nH]cc(F)c(=O)[nH]1. Drug 2: CCN(CC)CCNC(=O)c1c(C)[nH]c(C=C2C(=O)Nc3ccc(F)cc32)c1C. Cell line: NCIH520. Synergy scores: synergy=5.81. (5) Drug 1: CS(=O)(=O)CCNCc1ccc(-c2ccc3ncnc(Nc4ccc(OCc5cccc(F)c5)c(Cl)c4)c3c2)o1. Drug 2: O=C(NOCC(O)CO)c1ccc(F)c(F)c1Nc1ccc(I)cc1F. Cell line: SW837. Synergy scores: synergy=59.3.